This data is from Tox21: 12 toxicity assays (nuclear receptors and stress response pathways). The task is: Binary classification across 12 toxicity assays. (1) The drug is CCCCCCCCCCCCn1cc[n+](C)c1.O=S(=O)([O-])C(F)(F)F. It tested positive (active) for: NR-Aromatase (Aromatase enzyme inhibition), SR-ARE (Antioxidant Response Element (oxidative stress)), and SR-MMP (Mitochondrial Membrane Potential disruption). (2) The drug is C=C[C@H]1CN2CC[C@H]1C[C@H]2[C@H](O)c1ccnc2ccc(OC)cc12.C=C[C@H]1CN2CC[C@H]1C[C@H]2[C@H](O)c1ccnc2ccc(OC)cc12. It tested positive (active) for: NR-AR (Androgen Receptor agonist activity), NR-AhR (Aryl hydrocarbon Receptor agonist activity), and NR-ER (Estrogen Receptor agonist activity).